Dataset: Full USPTO retrosynthesis dataset with 1.9M reactions from patents (1976-2016). Task: Predict the reactants needed to synthesize the given product. Given the product [ClH:31].[NH2:23][C@H:19]1[CH2:20][CH2:21][CH2:22][C@@H:18]1[N:5]([CH:1]1[CH2:4][CH2:3][CH2:2]1)[C:6](=[O:17])[C:7]1[C:8]([O:15][CH3:16])=[CH:9][CH:10]=[CH:11][C:12]=1[O:13][CH3:14], predict the reactants needed to synthesize it. The reactants are: [CH:1]1([N:5]([C@H:18]2[CH2:22][CH2:21][CH2:20][C@@H:19]2[NH:23]C(=O)OC(C)(C)C)[C:6](=[O:17])[C:7]2[C:12]([O:13][CH3:14])=[CH:11][CH:10]=[CH:9][C:8]=2[O:15][CH3:16])[CH2:4][CH2:3][CH2:2]1.[ClH:31].O1CCOCC1.